This data is from NCI-60 drug combinations with 297,098 pairs across 59 cell lines. The task is: Regression. Given two drug SMILES strings and cell line genomic features, predict the synergy score measuring deviation from expected non-interaction effect. (1) Drug 1: CCC1=CC2CC(C3=C(CN(C2)C1)C4=CC=CC=C4N3)(C5=C(C=C6C(=C5)C78CCN9C7C(C=CC9)(C(C(C8N6C)(C(=O)OC)O)OC(=O)C)CC)OC)C(=O)OC.C(C(C(=O)O)O)(C(=O)O)O. Drug 2: C1CCC(C(C1)N)N.C(=O)(C(=O)[O-])[O-].[Pt+4]. Cell line: SK-MEL-5. Synergy scores: CSS=34.9, Synergy_ZIP=7.05, Synergy_Bliss=6.76, Synergy_Loewe=1.17, Synergy_HSA=7.67. (2) Drug 1: C1=NC2=C(N=C(N=C2N1C3C(C(C(O3)CO)O)O)F)N. Drug 2: C1CC(C1)(C(=O)O)C(=O)O.[NH2-].[NH2-].[Pt+2]. Cell line: 786-0. Synergy scores: CSS=8.47, Synergy_ZIP=-2.66, Synergy_Bliss=-0.383, Synergy_Loewe=-2.03, Synergy_HSA=-1.03. (3) Cell line: RXF 393. Drug 1: C1=CN(C=N1)CC(O)(P(=O)(O)O)P(=O)(O)O. Drug 2: CC1=C(N=C(N=C1N)C(CC(=O)N)NCC(C(=O)N)N)C(=O)NC(C(C2=CN=CN2)OC3C(C(C(C(O3)CO)O)O)OC4C(C(C(C(O4)CO)O)OC(=O)N)O)C(=O)NC(C)C(C(C)C(=O)NC(C(C)O)C(=O)NCCC5=NC(=CS5)C6=NC(=CS6)C(=O)NCCC[S+](C)C)O. Synergy scores: CSS=11.9, Synergy_ZIP=6.73, Synergy_Bliss=3.07, Synergy_Loewe=-1.73, Synergy_HSA=3.22. (4) Drug 1: C1=C(C(=O)NC(=O)N1)F. Drug 2: C1=CN(C(=O)N=C1N)C2C(C(C(O2)CO)O)O.Cl. Cell line: HL-60(TB). Synergy scores: CSS=73.1, Synergy_ZIP=-7.19, Synergy_Bliss=-10.9, Synergy_Loewe=-3.31, Synergy_HSA=-1.50. (5) Drug 1: CC1=CC2C(CCC3(C2CCC3(C(=O)C)OC(=O)C)C)C4(C1=CC(=O)CC4)C. Cell line: HL-60(TB). Synergy scores: CSS=10.1, Synergy_ZIP=-3.34, Synergy_Bliss=1.94, Synergy_Loewe=-6.05, Synergy_HSA=-4.05. Drug 2: CC(C1=C(C=CC(=C1Cl)F)Cl)OC2=C(N=CC(=C2)C3=CN(N=C3)C4CCNCC4)N. (6) Drug 1: CC1=C2C(C(=O)C3(C(CC4C(C3C(C(C2(C)C)(CC1OC(=O)C(C(C5=CC=CC=C5)NC(=O)C6=CC=CC=C6)O)O)OC(=O)C7=CC=CC=C7)(CO4)OC(=O)C)O)C)OC(=O)C. Drug 2: CNC(=O)C1=NC=CC(=C1)OC2=CC=C(C=C2)NC(=O)NC3=CC(=C(C=C3)Cl)C(F)(F)F. Cell line: SF-295. Synergy scores: CSS=15.1, Synergy_ZIP=-0.318, Synergy_Bliss=2.83, Synergy_Loewe=2.22, Synergy_HSA=3.08. (7) Drug 1: CC1=CC2C(CCC3(C2CCC3(C(=O)C)OC(=O)C)C)C4(C1=CC(=O)CC4)C. Drug 2: CN1C(=O)N2C=NC(=C2N=N1)C(=O)N. Cell line: CCRF-CEM. Synergy scores: CSS=4.37, Synergy_ZIP=1.58, Synergy_Bliss=7.31, Synergy_Loewe=2.18, Synergy_HSA=0.972. (8) Drug 1: CC1CCC2CC(C(=CC=CC=CC(CC(C(=O)C(C(C(=CC(C(=O)CC(OC(=O)C3CCCCN3C(=O)C(=O)C1(O2)O)C(C)CC4CCC(C(C4)OC)OCCO)C)C)O)OC)C)C)C)OC. Drug 2: CN(CCCl)CCCl.Cl. Cell line: CAKI-1. Synergy scores: CSS=24.4, Synergy_ZIP=-8.57, Synergy_Bliss=-3.54, Synergy_Loewe=-0.894, Synergy_HSA=0.427.